From a dataset of Reaction yield outcomes from USPTO patents with 853,638 reactions. Predict the reaction yield, written as a fraction of the theoretical maximum amount of product (1.0 means a 100% yield; for example, 0.34 means a 34% yield). (1) The product is [O:28]=[C:27]1[C:26]2[C:21](=[CH:22][CH:23]=[CH:24][CH:25]=2)[C:20](=[O:29])[N:19]1[CH2:18][C@@H:17]([NH:16][C:7]([C:5]1[S:6][C:2]([CH3:1])=[C:3]([C:10]2[N:14]([CH3:15])[N:13]=[CH:12][CH:11]=2)[CH:4]=1)=[O:9])[CH2:30][C:31]1[CH:36]=[CH:35][CH:34]=[C:33]([C:37]([F:39])([F:38])[F:40])[CH:32]=1. The reactants are [CH3:1][C:2]1[S:6][C:5]([C:7]([OH:9])=O)=[CH:4][C:3]=1[C:10]1[N:14]([CH3:15])[N:13]=[CH:12][CH:11]=1.[NH2:16][C@@H:17]([CH2:30][C:31]1[CH:36]=[CH:35][CH:34]=[C:33]([C:37]([F:40])([F:39])[F:38])[CH:32]=1)[CH2:18][N:19]1[C:27](=[O:28])[C:26]2[C:21](=[CH:22][CH:23]=[CH:24][CH:25]=2)[C:20]1=[O:29].C1CN([P+](Br)(N2CCCC2)N2CCCC2)CC1.F[P-](F)(F)(F)(F)F.CCN(C(C)C)C(C)C. The catalyst is C(Cl)(Cl)Cl. The yield is 0.450. (2) The product is [NH2:1][C:2]1[CH:14]=[CH:13][C:12]2[C:11]3[C:6](=[CH:7][CH:8]=[CH:9][CH:10]=3)[CH2:5][C:4]=2[C:3]=1[NH2:18]. The yield is 0.700. The reactants are [NH2:1][C:2]1[CH:14]=[CH:13][C:12]2[C:11]3[C:6](=[CH:7][C:8](N)=[CH:9][CH:10]=3)[CH2:5][C:4]=2[CH:3]=1.CC[N:18](CC)CC. No catalyst specified. (3) The reactants are [Cl-].O[NH3+].[C:4](=[O:7])([O-])[OH:5].[Na+].[CH3:9][O:10][C:11]1[CH:16]=[CH:15][C:14]([C:17](=[O:48])[CH2:18][N:19]2[C:24](=[O:25])[CH:23]=[C:22]([O:26][CH2:27][C:28]([F:31])([F:30])[F:29])[N:21]([CH2:32][C:33]3[CH:38]=[CH:37][C:36]([C:39]4[C:40]([C:45]#[N:46])=[CH:41][CH:42]=[CH:43][CH:44]=4)=[CH:35][CH:34]=3)[C:20]2=[O:47])=[CH:13][CH:12]=1.[N:49]12CCCN=C1CCCCC2. The yield is 0.0600. The catalyst is C(Cl)(Cl)Cl.C(Cl)Cl.CS(C)=O. The product is [CH3:9][O:10][C:11]1[CH:16]=[CH:15][C:14]([C:17](=[O:48])[CH2:18][N:19]2[C:24](=[O:25])[CH:23]=[C:22]([O:26][CH2:27][C:28]([F:29])([F:30])[F:31])[N:21]([CH2:32][C:33]3[CH:38]=[CH:37][C:36]([C:39]4[CH:44]=[CH:43][CH:42]=[CH:41][C:40]=4[C:45]4[NH:49][C:4](=[O:7])[O:5][N:46]=4)=[CH:35][CH:34]=3)[C:20]2=[O:47])=[CH:13][CH:12]=1. (4) The reactants are C(N(CC)C([N:6]1[C:14]2[C:9](=[CH:10][C:11]([O:15][CH3:16])=[CH:12][CH:13]=2)[CH:8]=[C:7]1[C:17](=[O:28])[C:18]([C:21]1[CH:26]=[CH:25][C:24]([Cl:27])=[CH:23][CH:22]=1)([CH3:20])[CH3:19])=O)C.CCCC[N+](CCCC)(CCCC)CCCC.[F-].CC([O-])(C)C.[K+].[Cl-].[NH4+]. The catalyst is C1COCC1.O.CCOC(C)=O. The product is [Cl:27][C:24]1[CH:23]=[CH:22][C:21]([C:18]([CH3:20])([CH3:19])[C:17]([C:7]2[NH:6][C:14]3[C:9]([CH:8]=2)=[CH:10][C:11]([O:15][CH3:16])=[CH:12][CH:13]=3)=[O:28])=[CH:26][CH:25]=1. The yield is 0.690.